This data is from Forward reaction prediction with 1.9M reactions from USPTO patents (1976-2016). The task is: Predict the product of the given reaction. (1) The product is: [CH2:16]([C:18]1[N:19]=[N+:20]([O-:33])[C:21]2[C:30]([N+:31]=1[O-:4])=[CH:29][C:28]1[CH2:27][N:26]([CH3:32])[CH2:25][CH2:24][C:23]=1[CH:22]=2)[CH3:17]. Given the reactants OO.C(OC(C(F)(F)F)=O)(C(F)(F)F)=[O:4].[CH2:16]([C:18]1[N:19]=[N+:20]([O-:33])[C:21]2[C:30]([N:31]=1)=[CH:29][C:28]1[CH2:27][N:26]([CH3:32])[CH2:25][CH2:24][C:23]=1[CH:22]=2)[CH3:17].C(O)(C(F)(F)F)=O, predict the reaction product. (2) Given the reactants [Cl:1][C:2]1[CH:7]=[CH:6][C:5]([C:8]2OC(=O)[S:10][N:9]=2)=[CH:4][CH:3]=1.[C:14]1([C:20]#[C:21][C:22](=[O:24])[CH3:23])[CH:19]=[CH:18][CH:17]=[CH:16][CH:15]=1.[Cl-].[Al+3].[Cl-].[Cl-].C(=O)([O-])O.[Na+], predict the reaction product. The product is: [Cl:1][C:2]1[CH:7]=[CH:6][C:5]([C:8]2[C:21]([C:22](=[O:24])[CH3:23])=[C:20]([C:14]3[CH:19]=[CH:18][CH:17]=[CH:16][CH:15]=3)[S:10][N:9]=2)=[CH:4][CH:3]=1. (3) Given the reactants [NH2:1][C:2]1[N:7]=[CH:6][C:5]([C:8]2[CH:13]=[CH:12][C:11](B(O)O)=[CH:10][C:9]=2[F:17])=[CH:4][CH:3]=1.Br[C:19]1[CH:24]=[CH:23][CH:22]=[CH:21][C:20]=1[S:25]([NH:28][CH:29]1[CH2:34][CH2:33][CH2:32][CH2:31][CH2:30]1)(=[O:27])=[O:26].C([O-])([O-])=O.[K+].[K+].C1COCC1, predict the reaction product. The product is: [NH2:1][C:2]1[N:7]=[CH:6][C:5]([C:8]2[CH:13]=[CH:12][C:11]([C:19]3[C:20]([S:25]([NH:28][CH:29]4[CH2:34][CH2:33][CH2:32][CH2:31][CH2:30]4)(=[O:27])=[O:26])=[CH:21][CH:22]=[CH:23][CH:24]=3)=[CH:10][C:9]=2[F:17])=[CH:4][CH:3]=1. (4) Given the reactants Cl[C:2]1[N:10]=[CH:9][N:8]=[C:7]2[C:3]=1[N:4]=[C:5]([C:22]1[CH:27]=[CH:26][C:25]([C:28]3[CH:33]=[CH:32][C:31]([F:34])=[CH:30][CH:29]=3)=[CH:24][CH:23]=1)[N:6]2[CH2:11][C@@H:12]1[CH2:16][CH2:15][N:14]([C:17]([CH:19]2[CH2:21][CH2:20]2)=[O:18])[CH2:13]1.[CH3:35][N:36]1[CH2:41][CH2:40][NH:39][CH2:38][CH2:37]1, predict the reaction product. The product is: [CH:19]1([C:17]([N:14]2[CH2:15][CH2:16][C@@H:12]([CH2:11][N:6]3[C:5]([C:22]4[CH:27]=[CH:26][C:25]([C:28]5[CH:33]=[CH:32][C:31]([F:34])=[CH:30][CH:29]=5)=[CH:24][CH:23]=4)=[N:4][C:3]4[C:7]3=[N:8][CH:9]=[N:10][C:2]=4[N:39]3[CH2:40][CH2:41][N:36]([CH3:35])[CH2:37][CH2:38]3)[CH2:13]2)=[O:18])[CH2:21][CH2:20]1.